This data is from Catalyst prediction with 721,799 reactions and 888 catalyst types from USPTO. The task is: Predict which catalyst facilitates the given reaction. (1) Reactant: CO[C:3](=[O:19])[CH2:4][CH:5]1[CH2:9][CH2:8][N:7]([CH2:10][CH2:11][C:12]2[CH:17]=[CH:16][CH:15]=[CH:14]C=2)[C:6]1=[O:18].CO.[NH2:22][O:23][K].C(O)(=O)C. Product: [CH2:10]([N:7]1[CH2:8][CH2:9][CH:5]([CH2:4][C:3]([NH:22][OH:23])=[O:19])[C:6]1=[O:18])[C:11]1[CH:12]=[CH:17][CH:16]=[CH:15][CH:14]=1. The catalyst class is: 254. (2) Reactant: C(=O)([O-])[O-].[Cs+].[Cs+].FC(F)(F)S(O[CH2:13][C:14]([CH3:19])([N+:16]([O-:18])=[O:17])[CH3:15])(=O)=O.[F:22][C:23]1[CH:45]=[CH:44][CH:43]=[C:42]([F:46])[C:24]=1[CH2:25][O:26][C:27]1[C:28]2[N:29]([C:33]([C:37]3[CH:38]=[N:39][NH:40][CH:41]=3)=[C:34]([CH3:36])[N:35]=2)[CH:30]=[CH:31][CH:32]=1. Product: [F:46][C:42]1[CH:43]=[CH:44][CH:45]=[C:23]([F:22])[C:24]=1[CH2:25][O:26][C:27]1[C:28]2[N:29]([C:33]([C:37]3[CH:38]=[N:39][N:40]([CH2:13][C:14]([CH3:19])([N+:16]([O-:18])=[O:17])[CH3:15])[CH:41]=3)=[C:34]([CH3:36])[N:35]=2)[CH:30]=[CH:31][CH:32]=1. The catalyst class is: 3. (3) Product: [CH3:17][O:1][C:2]1[C:3]([C:14](=[O:16])[CH3:15])=[CH:4][C:5]2[O:10][CH2:9][CH2:8][O:7][C:6]=2[C:11]=1[O:12][CH3:13]. Reactant: [OH:1][C:2]1[C:3]([C:14](=[O:16])[CH3:15])=[CH:4][C:5]2[O:10][CH2:9][CH2:8][O:7][C:6]=2[C:11]=1[O:12][CH3:13].[CH3:17]I. The catalyst class is: 18. (4) Reactant: C(=O)([O-])[O-].[K+].[K+].[CH3:7][O:8][C:9]1[CH:10]=[C:11]([CH:21]=[CH:22][CH:23]=1)[CH2:12][O:13][C:14]1[CH:15]=[C:16]([OH:20])[CH:17]=[CH:18][CH:19]=1.[CH2:24]([O:26][C:27]([C:29]1[C:30]2[S:38][CH:37]=[C:36]([CH2:39]Br)[C:31]=2[C:32]([Cl:35])=[N:33][CH:34]=1)=[O:28])[CH3:25]. Product: [CH2:24]([O:26][C:27]([C:29]1[C:30]2[S:38][CH:37]=[C:36]([CH2:39][O:20][C:16]3[CH:17]=[CH:18][CH:19]=[C:14]([O:13][CH2:12][C:11]4[CH:21]=[CH:22][CH:23]=[C:9]([O:8][CH3:7])[CH:10]=4)[CH:15]=3)[C:31]=2[C:32]([Cl:35])=[N:33][CH:34]=1)=[O:28])[CH3:25]. The catalyst class is: 213. (5) Reactant: [NH2:1][C:2]1[CH:3]=[C:4]([C:23]2[CH:28]=[CH:27][C:26]([F:29])=[C:25]([F:30])[CH:24]=2)[CH:5]=[CH:6][C:7]=1[C:8]([NH:10][C@H:11]([C:19]([O:21][CH3:22])=[O:20])[C@@H:12]([CH3:18])[O:13][C:14]([CH3:17])([CH3:16])[CH3:15])=[O:9].[Br:31][C:32]1[CH:33]=[C:34]([CH3:42])[C:35]([N:39]=[C:40]=[O:41])=[C:36]([CH3:38])[CH:37]=1.CCCCCC.C(OCC)(=O)C. Product: [Br:31][C:32]1[CH:37]=[C:36]([CH3:38])[C:35]([NH:39][C:40]([NH:1][C:2]2[CH:3]=[C:4]([C:23]3[CH:28]=[CH:27][C:26]([F:29])=[C:25]([F:30])[CH:24]=3)[CH:5]=[CH:6][C:7]=2[C:8]([NH:10][C@H:11]([C:19]([O:21][CH3:22])=[O:20])[C@@H:12]([CH3:18])[O:13][C:14]([CH3:17])([CH3:16])[CH3:15])=[O:9])=[O:41])=[C:34]([CH3:42])[CH:33]=1. The catalyst class is: 17. (6) Reactant: [Cl:1][C:2]1[C:7]([O:8][CH3:9])=[CH:6][C:5]([O:10][CH3:11])=[C:4]([Cl:12])[C:3]=1[C:13]1[CH:14]=[C:15]2[C:20](=[CH:21][CH:22]=1)[N:19]=[C:18]([NH:23][C@@H:24]1[CH2:29][CH2:28][CH2:27][CH2:26][C@@H:25]1[NH2:30])[N:17]=[CH:16]2.CCN(C(C)C)C(C)C.[C:40](Cl)(=[O:43])[CH:41]=[CH2:42]. Product: [Cl:12][C:4]1[C:5]([O:10][CH3:11])=[CH:6][C:7]([O:8][CH3:9])=[C:2]([Cl:1])[C:3]=1[C:13]1[CH:14]=[C:15]2[C:20](=[CH:21][CH:22]=1)[N:19]=[C:18]([NH:23][C@@H:24]1[CH2:29][CH2:28][CH2:27][CH2:26][C@@H:25]1[NH:30][C:40](=[O:43])[CH:41]=[CH2:42])[N:17]=[CH:16]2. The catalyst class is: 4.